From a dataset of Reaction yield outcomes from USPTO patents with 853,638 reactions. Predict the reaction yield, written as a fraction of the theoretical maximum amount of product (1.0 means a 100% yield; for example, 0.34 means a 34% yield). (1) The reactants are C(Cl)(=O)C(Cl)=O.[F:7][C:8]1[CH:13]=[CH:12][C:11]([C:14]2[O:15][C:16]3[CH:25]=[C:24]([N:26]([CH3:31])[S:27]([CH3:30])(=[O:29])=[O:28])[C:23]([C:32]4[CH:37]=[CH:36][CH:35]=[C:34]([C:38](=[O:49])[NH:39][C:40]([C:43]5[CH:48]=[CH:47][CH:46]=[CH:45][CH:44]=5)([CH3:42])[CH3:41])[CH:33]=4)=[CH:22][C:17]=3[C:18]=2[C:19]([OH:21])=O)=[CH:10][CH:9]=1.[CH3:50][N:51](C=O)C.CCN(C(C)C)C(C)C.CN. The catalyst is ClCCCl.CCOC(C)=O. The product is [F:7][C:8]1[CH:13]=[CH:12][C:11]([C:14]2[O:15][C:16]3[CH:25]=[C:24]([N:26]([CH3:31])[S:27]([CH3:30])(=[O:28])=[O:29])[C:23]([C:32]4[CH:37]=[CH:36][CH:35]=[C:34]([C:38](=[O:49])[NH:39][C:40]([C:43]5[CH:44]=[CH:45][CH:46]=[CH:47][CH:48]=5)([CH3:41])[CH3:42])[CH:33]=4)=[CH:22][C:17]=3[C:18]=2[C:19]([NH:51][CH3:50])=[O:21])=[CH:10][CH:9]=1. The yield is 0.200. (2) The reactants are [CH:1]1([C:4]2[C:13]3[C:8](=[CH:9][CH:10]=[CH:11][CH:12]=3)[CH:7]=[N:6][CH:5]=2)[CH2:3][CH2:2]1.C1C=C(Cl)C=C(C(OO)=[O:22])C=1. The catalyst is C(Cl)Cl. The product is [CH:1]1([C:4]2[C:13]3[C:8](=[CH:9][CH:10]=[CH:11][CH:12]=3)[CH:7]=[N+:6]([O-:22])[CH:5]=2)[CH2:3][CH2:2]1. The yield is 0.800. (3) The reactants are [CH:1]1([CH2:6][C:7](=[O:48])/[CH:8]=[CH:9]\[C@H:10]([CH3:47])[C@H:11]([O:39][Si:40]([C:43]([CH3:46])([CH3:45])[CH3:44])([CH3:42])[CH3:41])[C@@H:12]([CH3:38])/[CH:13]=[C:14](/[CH3:37])\[CH2:15][C@H:16]([CH3:36])[C@@H:17]([O:28][Si:29]([C:32]([CH3:35])([CH3:34])[CH3:33])([CH3:31])[CH3:30])[C@H:18]([CH3:27])[C@@H:19]([OH:26])[C@@H:20]([CH3:25])/[CH:21]=[CH:22]\[CH:23]=[CH2:24])[CH2:5][CH2:4][CH2:3][CH2:2]1.ClC(Cl)(Cl)[C:51]([N:53]=C=O)=[O:52]. The catalyst is C(Cl)Cl. The product is [NH2:53][C:51]([O:26][CH:19]([CH:20]([CH3:25])[CH:21]=[CH:22][CH:23]=[CH2:24])[CH:18]([CH3:27])[CH:17]([O:28][Si:29]([C:32]([CH3:33])([CH3:34])[CH3:35])([CH3:30])[CH3:31])[CH:16]([CH3:36])[CH2:15][C:14]([CH3:37])=[CH:13][CH:12]([CH3:38])[CH:11]([O:39][Si:40]([C:43]([CH3:44])([CH3:45])[CH3:46])([CH3:42])[CH3:41])[CH:10]([CH3:47])[CH:9]=[CH:8][C:7](=[O:48])[CH2:6][CH:1]1[CH2:5][CH2:4][CH2:3][CH2:2]1)=[O:52]. The yield is 0.940. (4) The yield is 0.950. The reactants are [AlH4-].[Li+].[NH2:3][C@H:4]1[C:12]2[C:7](=[CH:8][CH:9]=[CH:10][CH:11]=2)[CH2:6][C@H:5]1[C:13]([N:15]([CH3:17])[CH3:16])=O. The catalyst is C1COCC1. The product is [CH3:17][N:15]([CH2:13][C@@H:5]1[CH2:6][C:7]2[C:12](=[CH:11][CH:10]=[CH:9][CH:8]=2)[C@@H:4]1[NH2:3])[CH3:16]. (5) The reactants are [F:1][C:2]([F:11])([F:10])[C:3]1[CH:8]=[CH:7][CH:6]=[CH:5][C:4]=1[OH:9].[N+:12]([O-])([OH:14])=[O:13]. The catalyst is CC(O)=O. The product is [N+:12]([C:5]1[CH:6]=[CH:7][CH:8]=[C:3]([C:2]([F:10])([F:11])[F:1])[C:4]=1[OH:9])([O-:14])=[O:13]. The yield is 0.440. (6) The reactants are C[O:2][C:3](=O)[C:4]1[CH:9]=[CH:8][C:7]([C:10]2[NH:11][C:12]3[C:17]([CH:18]=2)=[CH:16][C:15]([Cl:19])=[CH:14][C:13]=3[NH:20][CH:21]2[CH2:25][CH2:24][CH2:23][CH2:22]2)=[CH:6][CH:5]=1.[BH4-].[Li+].[Cl-].[NH4+]. The catalyst is O1CCCC1. The product is [Cl:19][C:15]1[CH:16]=[C:17]2[C:12](=[C:13]([NH:20][CH:21]3[CH2:22][CH2:23][CH2:24][CH2:25]3)[CH:14]=1)[NH:11][C:10]([C:7]1[CH:6]=[CH:5][C:4]([CH2:3][OH:2])=[CH:9][CH:8]=1)=[CH:18]2. The yield is 0.0900. (7) The reactants are [Cl:1][C:2]1[C:3]([C:8]2([F:15])[CH2:13][CH2:12][C:11](=[O:14])[CH2:10][CH2:9]2)=[N:4][CH:5]=[CH:6][CH:7]=1.[F:16][C:17]([F:36])([F:35])[S:18](N(C1C=CC=CC=1)[S:18]([C:17]([F:36])([F:35])[F:16])(=[O:20])=[O:19])(=[O:20])=[O:19].C[Si]([N-][Si](C)(C)C)(C)C.[Li+]. The catalyst is O1CCCC1. The product is [F:16][C:17]([F:36])([F:35])[S:18]([O:14][C:11]1[CH2:10][CH2:9][C:8]([C:3]2[C:2]([Cl:1])=[CH:7][CH:6]=[CH:5][N:4]=2)([F:15])[CH2:13][CH:12]=1)(=[O:20])=[O:19]. The yield is 0.860. (8) The reactants are C1(C)C=CC(S(O[CH:11]([CH2:13]/[CH:14]=[CH:15]/[C:16]2[CH:17]=[N:18][CH:19]=[CH:20][CH:21]=2)[CH3:12])(=O)=O)=CC=1.[CH3:23][NH2:24]. The catalyst is C(O)C. The product is [CH3:23][NH:24][CH:11]([CH2:13]/[CH:14]=[CH:15]/[C:16]1[CH:17]=[N:18][CH:19]=[CH:20][CH:21]=1)[CH3:12]. The yield is 0.516.